Dataset: Catalyst prediction with 721,799 reactions and 888 catalyst types from USPTO. Task: Predict which catalyst facilitates the given reaction. (1) Reactant: [Cl:1][C:2]1[N:3]([S:16]([C:19]2[CH:24]=[CH:23][CH:22]=[CH:21][CH:20]=2)(=[O:18])=[O:17])[C:4]([C:10]2[CH:15]=[CH:14][CH:13]=[CH:12][CH:11]=2)=[C:5]([F:9])[C:6]=1[CH:7]=O.CO.[CH3:27][NH2:28].[BH4-].[Na+].Cl.C(=O)([O-])O.[Na+]. Product: [ClH:1].[Cl:1][C:2]1[N:3]([S:16]([C:19]2[CH:24]=[CH:23][CH:22]=[CH:21][CH:20]=2)(=[O:18])=[O:17])[C:4]([C:10]2[CH:15]=[CH:14][CH:13]=[CH:12][CH:11]=2)=[C:5]([F:9])[C:6]=1[CH2:7][NH:28][CH3:27]. The catalyst class is: 5. (2) Reactant: [CH3:1][C:2]1[N:7]=[CH:6][C:5]([CH2:8][C:9](O)=[O:10])=[CH:4][CH:3]=1.B.CSC. Product: [CH3:1][C:2]1[N:7]=[CH:6][C:5]([CH2:8][CH2:9][OH:10])=[CH:4][CH:3]=1. The catalyst class is: 1. (3) Reactant: [F:1][C:2]([F:18])([F:17])[O:3][CH:4]1[CH2:9][CH2:8][N:7](C(OC(C)(C)C)=O)[CH2:6][CH2:5]1.[ClH:19]. Product: [ClH:19].[F:18][C:2]([F:1])([F:17])[O:3][CH:4]1[CH2:9][CH2:8][NH:7][CH2:6][CH2:5]1. The catalyst class is: 4. (4) Reactant: [CH3:1][C:2]1[CH:3]=[CH:4][C:5]2[N:10]=[N:9][N:8]([CH2:11][CH2:12][CH:13]([S:18][C:19]3[CH:24]=[CH:23][C:22]([N+:25]([O-])=O)=[CH:21][CH:20]=3)[C:14]([O:16][CH3:17])=[O:15])[C:7](=[O:28])[C:6]=2[CH:29]=1.CO.[H][H]. Product: [NH2:25][C:22]1[CH:23]=[CH:24][C:19]([S:18][CH:13]([CH2:12][CH2:11][N:8]2[C:7](=[O:28])[C:6]3[CH:29]=[C:2]([CH3:1])[CH:3]=[CH:4][C:5]=3[N:10]=[N:9]2)[C:14]([O:16][CH3:17])=[O:15])=[CH:20][CH:21]=1. The catalyst class is: 312. (5) Reactant: C([O:3][C:4](=[O:30])[CH:5]([C:11]1[C:12](=[O:29])[N:13]([C:17]2[CH:22]=[CH:21][C:20]([N+:23]([O-:25])=[O:24])=[CH:19][C:18]=2[CH2:26][O:27][CH3:28])[CH:14]=[CH:15][CH:16]=1)C(OCC)=O)C.[OH-].[Na+].Cl. Product: [CH3:28][O:27][CH2:26][C:18]1[CH:19]=[C:20]([N+:23]([O-:25])=[O:24])[CH:21]=[CH:22][C:17]=1[N:13]1[CH:14]=[CH:15][CH:16]=[C:11]([CH2:5][C:4]([OH:30])=[O:3])[C:12]1=[O:29]. The catalyst class is: 12. (6) Reactant: [CH3:1][C:2]([CH3:8])([CH2:5][CH:6]=[CH2:7])[CH2:3][OH:4].[CH3:9][S:10](Cl)(=[O:12])=[O:11]. Product: [CH3:9][S:10]([O:4][CH2:3][C:2]([CH3:8])([CH3:1])[CH2:5][CH:6]=[CH2:7])(=[O:12])=[O:11]. The catalyst class is: 2. (7) Reactant: [CH3:1][C:2]1[C:11]([CH:12]2[CH2:16][CH2:15][CH2:14][NH:13]2)=[CH:10][CH:9]=[CH:8][C:3]=1[C:4]([O:6][CH3:7])=[O:5].[Cl:17][C:18]1[C:19]([O:31][CH2:32][O:33][CH3:34])=[CH:20][C:21]([O:27][CH2:28][O:29][CH3:30])=[C:22]([CH:26]=1)[C:23](O)=[O:24].CN1CCOCC1.Cl.CN(C)CCCN=C=NCC.ON1C2C=CC=CC=2N=N1. Product: [Cl:17][C:18]1[C:19]([O:31][CH2:32][O:33][CH3:34])=[CH:20][C:21]([O:27][CH2:28][O:29][CH3:30])=[C:22]([CH:26]=1)[C:23]([N:13]1[CH2:14][CH2:15][CH2:16][CH:12]1[C:11]1[C:2]([CH3:1])=[C:3]([CH:8]=[CH:9][CH:10]=1)[C:4]([O:6][CH3:7])=[O:5])=[O:24]. The catalyst class is: 173. (8) Reactant: [N-:1]=[C:2]=[S:3].[NH4+].[Cl:5][C:6]1[CH:11]=[C:10]([C:12](Cl)=[O:13])[CH:9]=[C:8]([Cl:15])[N:7]=1.Cl.[F:17][C:18]1[C:23]([F:24])=[C:22]([F:25])[CH:21]=[CH:20][C:19]=1[NH2:26]. Product: [Cl:5][C:6]1[CH:11]=[C:10]([C:12]([NH:1][C:2]([NH:26][C:19]2[CH:20]=[CH:21][C:22]([F:25])=[C:23]([F:24])[C:18]=2[F:17])=[S:3])=[O:13])[CH:9]=[C:8]([Cl:15])[N:7]=1. The catalyst class is: 21.